This data is from Peptide-MHC class I binding affinity with 185,985 pairs from IEDB/IMGT. The task is: Regression. Given a peptide amino acid sequence and an MHC pseudo amino acid sequence, predict their binding affinity value. This is MHC class I binding data. (1) The peptide sequence is STTTCEAGV. The MHC is HLA-B51:01 with pseudo-sequence HLA-B51:01. The binding affinity (normalized) is 0.0847. (2) The peptide sequence is NETTQALQL. The MHC is HLA-A02:19 with pseudo-sequence HLA-A02:19. The binding affinity (normalized) is 0.0847. (3) The peptide sequence is ATKRYPGVMY. The MHC is HLA-A68:01 with pseudo-sequence HLA-A68:01. The binding affinity (normalized) is 0.